From a dataset of Reaction yield outcomes from USPTO patents with 853,638 reactions. Predict the reaction yield, written as a fraction of the theoretical maximum amount of product (1.0 means a 100% yield; for example, 0.34 means a 34% yield). (1) The reactants are Cl[C:2]1[C:11]2[C:6](=[CH:7][C:8]([S:12]([N:15](CC3C=CC(OC)=CC=3OC)[C:16]3[S:17][CH:18]=[CH:19][N:20]=3)(=[O:14])=[O:13])=[CH:9][CH:10]=2)[CH:5]=[N:4][N:3]=1.[Cl:32][C:33]1[CH:38]=[CH:37][C:36](B(O)O)=[C:35]([O:42][CH3:43])[CH:34]=1.P([O-])([O-])([O-])=O.[K+].[K+].[K+].O1CCOCC1. The catalyst is O. The product is [Cl:32][C:33]1[CH:38]=[CH:37][C:36]([C:2]2[C:11]3[C:6](=[CH:7][C:8]([S:12]([NH:15][C:16]4[S:17][CH:18]=[CH:19][N:20]=4)(=[O:13])=[O:14])=[CH:9][CH:10]=3)[CH:5]=[N:4][N:3]=2)=[C:35]([O:42][CH3:43])[CH:34]=1. The yield is 0.515. (2) The reactants are C(OC([NH:8][C@H:9]1[CH2:14][CH2:13][C@H:12]([O:15][CH3:16])[CH2:11][CH2:10]1)=O)(C)(C)C.C(Cl)(=O)C. The catalyst is C(O)C. The product is [CH3:16][O:15][C@H:12]1[CH2:13][CH2:14][C@H:9]([NH2:8])[CH2:10][CH2:11]1. The yield is 1.00. (3) The reactants are [F:1][C:2]1[CH:3]=[CH:4][C:5]([C:23]([F:26])([F:25])[F:24])=[C:6]([C@H:8]2[CH2:12][CH2:11][CH2:10][N:9]2[C:13]2[CH:18]=[CH:17][N:16]3[N:19]=[CH:20][C:21]([NH2:22])=[C:15]3[N:14]=2)[CH:7]=1.C1N=CN([C:32]([N:34]2[CH:38]=N[CH:36]=[CH:35]2)=[O:33])C=1.N1CC[C@H:41]([OH:44])C1. The catalyst is C(Cl)Cl. The product is [F:1][C:2]1[CH:3]=[CH:4][C:5]([C:23]([F:26])([F:24])[F:25])=[C:6]([C@H:8]2[CH2:12][CH2:11][CH2:10][N:9]2[C:13]2[CH:18]=[CH:17][N:16]3[N:19]=[CH:20][C:21]([NH:22][C:32]([N:34]4[CH2:35][CH2:36][C@H:41]([OH:44])[CH2:38]4)=[O:33])=[C:15]3[N:14]=2)[CH:7]=1. The yield is 0.860. (4) The reactants are [Br:1][C:2]1[CH:10]=[CH:9][CH:8]=[C:7]2[C:3]=1[CH:4]([C:22]1[C:27]([OH:28])=[CH:26][CH:25]=[C:24]([O:29][CH3:30])[N:23]=1)[C:5](=[O:21])[N:6]2[CH2:11][C:12]1[O:13][C:14]([C:17]([F:20])([F:19])[F:18])=[CH:15][CH:16]=1.[CH2:31]=[O:32].C(NC(C)C)(C)C. The catalyst is ClCCl. The product is [Br:1][C:2]1[CH:10]=[CH:9][CH:8]=[C:7]2[C:3]=1[C:4]([C:22]1[C:27]([OH:28])=[CH:26][CH:25]=[C:24]([O:29][CH3:30])[N:23]=1)([CH2:31][OH:32])[C:5](=[O:21])[N:6]2[CH2:11][C:12]1[O:13][C:14]([C:17]([F:19])([F:20])[F:18])=[CH:15][CH:16]=1. The yield is 0.710.